This data is from Peptide-MHC class I binding affinity with 185,985 pairs from IEDB/IMGT. The task is: Regression. Given a peptide amino acid sequence and an MHC pseudo amino acid sequence, predict their binding affinity value. This is MHC class I binding data. (1) The peptide sequence is ILRGTSFVYV. The MHC is HLA-A68:02 with pseudo-sequence HLA-A68:02. The binding affinity (normalized) is 0.0274. (2) The peptide sequence is RYPLTFGW. The MHC is HLA-B53:01 with pseudo-sequence HLA-B53:01. The binding affinity (normalized) is 0.0680. (3) The peptide sequence is YTGAMTSKF. The MHC is HLA-A66:01 with pseudo-sequence HLA-A66:01. The binding affinity (normalized) is 0.756. (4) The peptide sequence is KECVDGTLL. The MHC is HLA-A31:01 with pseudo-sequence HLA-A31:01. The binding affinity (normalized) is 0.0847. (5) The peptide sequence is MLSTVLGV. The MHC is HLA-A02:03 with pseudo-sequence HLA-A02:03. The binding affinity (normalized) is 0.841. (6) The peptide sequence is WANFKFRD. The MHC is H-2-Db with pseudo-sequence H-2-Db. The binding affinity (normalized) is 0. (7) The peptide sequence is AVLLHEESM. The MHC is HLA-A23:01 with pseudo-sequence HLA-A23:01. The binding affinity (normalized) is 0.0360.